This data is from Merck oncology drug combination screen with 23,052 pairs across 39 cell lines. The task is: Regression. Given two drug SMILES strings and cell line genomic features, predict the synergy score measuring deviation from expected non-interaction effect. Drug 1: C=CCn1c(=O)c2cnc(Nc3ccc(N4CCN(C)CC4)cc3)nc2n1-c1cccc(C(C)(C)O)n1. Drug 2: NC(=O)c1cccc2cn(-c3ccc(C4CCCNC4)cc3)nc12. Cell line: VCAP. Synergy scores: synergy=4.64.